This data is from Forward reaction prediction with 1.9M reactions from USPTO patents (1976-2016). The task is: Predict the product of the given reaction. (1) Given the reactants [C:1]([OH:9])(=O)[CH2:2][CH2:3][CH2:4][CH2:5][CH:6]=[CH2:7].C(Cl)(=O)C([Cl:13])=O, predict the reaction product. The product is: [C:1]([Cl:13])(=[O:9])[CH2:2][CH2:3][CH2:4][CH2:5][CH:6]=[CH2:7]. (2) Given the reactants [C:1]([O:5][C:6]([N:8]1[CH2:13][CH2:12][CH:11](/[CH:14]=[CH:15]/[C:16]([OH:18])=O)[CH2:10][CH2:9]1)=[O:7])([CH3:4])([CH3:3])[CH3:2].Cl.[NH2:20][CH2:21][C:22]([C:24]1[CH:29]=[CH:28][C:27]([O:30][CH2:31][C:32]([O:34][C:35]([CH3:38])([CH3:37])[CH3:36])=[O:33])=[C:26]([O:39][CH2:40][C:41]([O:43][C:44]([CH3:47])([CH3:46])[CH3:45])=[O:42])[CH:25]=1)=[O:23].F[P-](F)(F)(F)(F)F.C(N(CC)C(C)C)(C)C, predict the reaction product. The product is: [C:44]([O:43][C:41](=[O:42])[CH2:40][O:39][C:26]1[CH:25]=[C:24]([C:22](=[O:23])[CH2:21][NH:20][C:16](=[O:18])/[CH:15]=[CH:14]/[CH:11]2[CH2:10][CH2:9][N:8]([C:6]([O:5][C:1]([CH3:2])([CH3:3])[CH3:4])=[O:7])[CH2:13][CH2:12]2)[CH:29]=[CH:28][C:27]=1[O:30][CH2:31][C:32](=[O:33])[O:34][C:35]([CH3:36])([CH3:37])[CH3:38])([CH3:45])([CH3:46])[CH3:47]. (3) Given the reactants Cl.[F:2][C:3]([F:25])([F:24])[C:4]1[CH:23]=[CH:22][C:7]([O:8][C:9]2[CH:10]=[C:11]([CH:19]=[CH:20][CH:21]=2)[CH:12]=[C:13]2[CH2:18][CH2:17][NH:16][CH2:15][CH2:14]2)=[CH:6][CH:5]=1.[CH3:26][C:27]1[C:31]([CH3:32])=[C:30]([NH:33][C:34](=O)[O:35]C2C=CC=CC=2)[O:29][N:28]=1.NC1ON=C(C)C=1C.C(N(C(C)C)CC)(C)C, predict the reaction product. The product is: [F:25][C:3]([F:2])([F:24])[C:4]1[CH:5]=[CH:6][C:7]([O:8][C:9]2[CH:10]=[C:11]([CH:19]=[CH:20][CH:21]=2)[CH:12]=[C:13]2[CH2:18][CH2:17][N:16]([C:34]([NH:33][C:30]3[O:29][N:28]=[C:27]([CH3:26])[C:31]=3[CH3:32])=[O:35])[CH2:15][CH2:14]2)=[CH:22][CH:23]=1.